Dataset: Human liver microsome stability data. Task: Regression/Classification. Given a drug SMILES string, predict its absorption, distribution, metabolism, or excretion properties. Task type varies by dataset: regression for continuous measurements (e.g., permeability, clearance, half-life) or binary classification for categorical outcomes (e.g., BBB penetration, CYP inhibition). Dataset: hlm. (1) The molecule is C[C@@H]1CCN(C(=O)C2Cc3cc(Cl)ccc3O2)C[C@@H]1N(C)c1ncnc2[nH]ccc12. The result is 1 (stable in human liver microsomes). (2) The molecule is CS(=O)(=O)Nc1ccc2c(c1)S(=O)(=O)NC(C1=C(O)[C@@H]3[C@H]4CC[C@H](C4)[C@@H]3N(Cc3ccc(F)cc3)C1=O)=N2. The result is 0 (unstable in human liver microsomes). (3) The compound is O=C(Cc1ccc(C(F)(F)F)c(F)c1)Nc1c(Cl)ccc2c(=O)n(CCO)ccc12. The result is 0 (unstable in human liver microsomes). (4) The compound is COc1ccc2[nH]cc(CCNC(C)=O)c2c1. The result is 0 (unstable in human liver microsomes). (5) The compound is COCCCCN1C(=O)[C@@H](CCOc2ccccc2CC(=O)O)Oc2ccccc21. The result is 0 (unstable in human liver microsomes). (6) The molecule is CCc1nc2ccc(Cl)cn2c1C(=O)NCc1ccc2oc(C3CCCCC3)nc2c1. The result is 1 (stable in human liver microsomes). (7) The result is 0 (unstable in human liver microsomes). The compound is Cc1cnc(NC(=O)[C@H](CC2CCCC2)n2ccc(S(C)(=O)=O)cc2=O)cn1. (8) The compound is CC(=NN=C(N)N)c1cnn(-c2ccc(C#CC3CCCC3)cc2)c1C. The result is 0 (unstable in human liver microsomes). (9) The drug is N#Cc1c(C(F)(F)F)cc(NCc2ccccc2F)n2c1nc1cc(Cl)c(Cl)cc12. The result is 0 (unstable in human liver microsomes).